This data is from Forward reaction prediction with 1.9M reactions from USPTO patents (1976-2016). The task is: Predict the product of the given reaction. (1) Given the reactants [CH3:1][NH:2][CH2:3][CH2:4][OH:5].C(N(CC)CC)C.[C:13]([Si:17](Cl)([C:24]1[CH:29]=[CH:28][CH:27]=[CH:26][CH:25]=1)[C:18]1[CH:23]=[CH:22][CH:21]=[CH:20][CH:19]=1)([CH3:16])([CH3:15])[CH3:14], predict the reaction product. The product is: [Si:17]([O:5][CH2:4][CH2:3][NH:2][CH3:1])([C:13]([CH3:16])([CH3:15])[CH3:14])([C:24]1[CH:25]=[CH:26][CH:27]=[CH:28][CH:29]=1)[C:18]1[CH:23]=[CH:22][CH:21]=[CH:20][CH:19]=1. (2) Given the reactants [Na+].[CH2:2]([N:9]1[CH2:14][CH2:13][C:12]([NH:18][C:19]2[CH:24]=[CH:23][CH:22]=[CH:21][CH:20]=2)([C:15]([O-:17])=[O:16])[CH2:11][CH2:10]1)[C:3]1[CH:8]=[CH:7][CH:6]=[CH:5][CH:4]=1.[C:25](O[C:25](=[O:32])[C:26]1[CH:31]=[CH:30][CH:29]=[CH:28][CH:27]=1)(=[O:32])[C:26]1[CH:31]=[CH:30][CH:29]=[CH:28][CH:27]=1.C(N(CC)CC)C.[CH2:49](O)[C:50]1[CH:55]=[CH:54][CH:53]=[CH:52][CH:51]=1, predict the reaction product. The product is: [CH2:49]([O:16][C:15]([C:12]1([N:18]([C:25](=[O:32])[C:26]2[CH:27]=[CH:28][CH:29]=[CH:30][CH:31]=2)[C:19]2[CH:24]=[CH:23][CH:22]=[CH:21][CH:20]=2)[CH2:11][CH2:10][N:9]([CH2:2][C:3]2[CH:4]=[CH:5][CH:6]=[CH:7][CH:8]=2)[CH2:14][CH2:13]1)=[O:17])[C:50]1[CH:55]=[CH:54][CH:53]=[CH:52][CH:51]=1. (3) Given the reactants Cl.[NH2:2][C:3]1[CH:8]=[C:7]([O:9][CH3:10])[CH:6]=[CH:5][C:4]=1[OH:11].Cl[C:13]1[CH:18]=[CH:17][C:16]([N+:19]([O-:21])=[O:20])=[CH:15][C:14]=1[N+:22]([O-:24])=[O:23].C([O-])(=O)C.[Na+], predict the reaction product. The product is: [N+:19]([C:16]1[CH:17]=[CH:18][CH:13]=[C:14]([N+:22]([O-:24])=[O:23])[C:15]=1[NH:2][C:3]1[CH:8]=[C:7]([O:9][CH3:10])[CH:6]=[CH:5][C:4]=1[OH:11])([O-:21])=[O:20]. (4) Given the reactants [Si:1]([O:8][C:9]1[CH:15]=[CH:14][C:12]([NH2:13])=[CH:11][CH:10]=1)([C:4]([CH3:7])([CH3:6])[CH3:5])([CH3:3])[CH3:2].I[C:17]1[CH:18]=[N:19][N:20]([CH:22]2[CH2:26][CH2:25][O:24][CH2:23]2)[CH:21]=1, predict the reaction product. The product is: [Si:1]([O:8][C:9]1[CH:15]=[CH:14][C:12]([NH:13][C:17]2[CH:18]=[N:19][N:20]([CH:22]3[CH2:26][CH2:25][O:24][CH2:23]3)[CH:21]=2)=[CH:11][CH:10]=1)([C:4]([CH3:7])([CH3:6])[CH3:5])([CH3:3])[CH3:2]. (5) The product is: [C:1]([O:5][C:6](=[O:17])[NH:7][C:8]1[CH:13]=[C:12]([Cl:14])[C:11]([O:15][CH2:27][CH2:26][OH:25])=[C:10]([Cl:16])[CH:9]=1)([CH3:4])([CH3:2])[CH3:3]. Given the reactants [C:1]([O:5][C:6](=[O:17])[NH:7][C:8]1[CH:13]=[C:12]([Cl:14])[C:11]([OH:15])=[C:10]([Cl:16])[CH:9]=1)([CH3:4])([CH3:3])[CH3:2].C(=O)([O-])[O-].[K+].[K+].C1(=O)O[CH2:27][CH2:26][O:25]1.[OH-].[Na+], predict the reaction product. (6) Given the reactants Br[C:2]1[CH:3]=[CH:4][C:5]([CH3:24])=[C:6]([CH:23]=1)[C:7]([NH:9][C:10]1[C:20]([CH3:21])=[CH:19][C:13]([C:14]([O:16][CH2:17][CH3:18])=[O:15])=[CH:12][C:11]=1[CH3:22])=[O:8].[O:25]1[C:29]2([CH2:34][CH2:33][NH:32][CH2:31][CH2:30]2)[O:28][CH2:27][CH2:26]1.C([O-])([O-])=O.[Cs+].[Cs+].C1(P(C2C=CC=CC=2)C2C=CC3C(=CC=CC=3)C=2C2C3C(=CC=CC=3)C=CC=2P(C2C=CC=CC=2)C2C=CC=CC=2)C=CC=CC=1, predict the reaction product. The product is: [O:25]1[C:29]2([CH2:34][CH2:33][N:32]([C:2]3[CH:3]=[CH:4][C:5]([CH3:24])=[C:6]([CH:23]=3)[C:7]([NH:9][C:10]3[C:20]([CH3:21])=[CH:19][C:13]([C:14]([O:16][CH2:17][CH3:18])=[O:15])=[CH:12][C:11]=3[CH3:22])=[O:8])[CH2:31][CH2:30]2)[O:28][CH2:27][CH2:26]1. (7) Given the reactants [CH:1]1([C:7]2[S:21][C:10]3[N:11]=[C:12]([CH3:20])[N:13]=[C:14](/[CH:15]=[CH:16]/[O:17]CC)[C:9]=3[CH:8]=2)[CH2:6][CH2:5][CH2:4][CH2:3][CH2:2]1.Cl.C(=O)(O)[O-].[Na+], predict the reaction product. The product is: [CH:1]1([C:7]2[S:21][C:10]3[N:11]=[C:12]([CH3:20])[N:13]=[C:14](/[CH:15]=[CH:16]\[OH:17])[C:9]=3[CH:8]=2)[CH2:2][CH2:3][CH2:4][CH2:5][CH2:6]1.